This data is from Drug-target binding data from BindingDB using Ki measurements. The task is: Regression. Given a target protein amino acid sequence and a drug SMILES string, predict the binding affinity score between them. We predict pKi (pKi = -log10(Ki in M); higher means stronger inhibition). Dataset: bindingdb_ki. (1) The compound is Cc1cc(N)nc(CCc2cncc(C3CCN(C)CC3)c2)c1. The target protein sequence is MEENTFGVQQIQPNVISVRLFKRKVGGLGFLVKERVSKPPVIISDLIRGGAAEQSGLIQAGDIILAVNDRPLVDLSYDSALEVLRGIASETHVVLILRGPEGFTTHLETTFTGDGTPKTIRVTQPLGPPTKAVDLSHQPSASKDQSLAVDRVTGLGNGPQHAQGHGQGAGSVSQANGVAIDPTMKSTKANLQDIGEHDELLKEIEPVLSILNSGSKATNRGGPAKAEMKDTGIQVDRDLDGKSHKAPPLGGDNDRVFNDLWGKDNVPVVLNNPYSEKEQSPTSGKQSPTKNGSPSRCPRFLKVKNWETDVVLTDTLHLKSTLETGCTEHICMGSIVLPSQHTRKPEDVRTKDQLFPLAKEFLDQYYSSIKRFGSKAHMDRLEEVNKEIESTSTYQLKDTELIYGAKHAWRNASRCVGRIQWSKLQVFDARDCTTAHGMFNYICNHVKYATNKGNLRSAITIFPQRTDGKHDFRVWNSQLIRYAGYKQPDGSTLGDPANVQ.... The pKi is 6.3. (2) The pKi is 4.8. The small molecule is CC(C)c1ccccc1Oc1ncccc1NC(=O)Nc1ccc(C(C)(C)C)cc1. The target protein (Q96G91) has sequence MAANVSGAKSCPANFLAAADDKLSGFQGDFLWPILVVEFLVAVASNGLALYRFSIRKQRPWHPAVVFSVQLAVSDLLCALTLPPLAAYLYPPKHWRYGEAACRLERFLFTCNLLGSVIFITCISLNRYLGIVHPFFARSHLRPKHAWAVSAAGWVLAALLAMPTLSFSHLKRPQQGAGNCSVARPEACIKCLGTADHGLAAYRAYSLVLAGLGCGLPLLLTLAAYGALGRAVLRSPGMTVAEKLRVAALVASGVALYASSYVPYHIMRVLNVDARRRWSTRCPSFADIAQATAALELGPYVGYQVMRGLMPLAFCVHPLLYMAAVPSLGCCCRHCPGYRDSWNPEDAKSTGQALPLNATAAPKPSEPQSRELSQ. (3) The pKi is 8.1. The target protein (P56483) has sequence MTTSLDTVETFGPTSYDDDMGLLCEKADVGALIAQFVPPLYSLVFMVGLLGNVVVVMILIKYRRLRIMTNIYLLNLAISDLLFLFTLPFWIHYVRERNWVFSHGMCKVLSGFYHTGLYSEIFFIILLTIDRYLAIVHAVFALRARTVTFGVITSIVTWGLAVLAALPEFIFYGTEKLFPKTLCSAIYPQDTVYSWRHFHTLKMTILCLALPLLVMAICYTGIIKTLLRCPSKKKYKAIRLIFVIMAVFFIFWTPYNVAILISTYQSVLFGLDCERSKHLDLFVLATEVIAYSHCCVNPVIYAFVGERFRKYLRHFFHRHVLMHLGKYIPFLPSEKLERTSSVSPSTAEPELSIVF. The drug is O=C(c1ccc2ncccc2c1)N1CCC(N2CC[C@H](Cc3ccc(Cl)c(Cl)c3)[C@H](CO)C2)CC1. (4) The compound is Cc1cc(-c2cccc(C(=O)c3ccc(F)c(O)c3)n2)ccc1O. The target protein (Q9BPX1) has sequence MATGTRYAGKVVVVTGGGRGIGAGIVRAFVNSGARVVICDKDESGGRALEQELPGAVFILCDVTQEDDVKTLVSETIRRFGRLDCVVNNAGHHPPPQRPEETSAQGFRQLLELNLLGTYTLTKLALPYLRKSQGNVINISSLVGAIGQAQAVPYVATKGAVTAMTKALALDESPYGVRVNCISPGNIWTPLWEELAALMPDPRATIREGMLAQPLGRMGQPAEVGAAAVFLASEANFCTGIELLVTGGAELGYGCKASRSTPVDAPDIPS. The pKi is 7.6. (5) The small molecule is NC(CCC(=O)NC(CSC(=O)OCc1ccccc1)C(=O)NCC(=O)O)C(=O)O. The target protein (O35952) has sequence MVLGRGSLCLRSLSVLGAACARRGLGQALLGLSLCHTDFRKNLTVQQDMMKIELLPALTDNYMYLIIDEDTQEAAVVDPVQPQKVIETVKKHRVKLTTVLTTHHHWDHAGGNEKLVKLEPGLKVYGGDDRIGALTHKVTHLSTLEVGSLSVKCLSTPCHTSGHICYFVSKPGSSEPSAVFTGDTLFVAGCGKFYEGTADEMYKALLEVLGRLPPDTKVICGHEYTVNNLKFARHVEPGNTAVQEKLAWAKEKNAIGEPTVPSTLAEEFTYNPFMRVKEKTVQQHAGETDPVTTMRAIRREKDQFKVPRD. The pKi is 4.2. (6) The small molecule is CC(=O)N[C@@H](C)C(=O)NN=CC(Cc1ccccc1)NC(=O)c1ccccc1. The target protein (P00784) has sequence MAMIPSISKLLFVAICLFVYMGLSFGDFSIVGYSQNDLTSTERLIQLFESWMLKHNKIYKNIDEKIYRFEIFKDNLKYIDETNKKNNSYWLGLNVFADMSNDEFKEKYTGSIAGNYTTTELSYEEVLNDGDVNIPEYVDWRQKGAVTPVKNQGSCGSCWAFSAVVTIEGIIKIRTGNLNEYSEQELLDCDRRSYGCNGGYPWSALQLVAQYGIHYRNTYPYEGVQRYCRSREKGPYAAKTDGVRQVQPYNEGALLYSIANQPVSVVLEAAGKDFQLYRGGIFVGPCGNKVDHAVAAVGYGPNYILIKNSWGTGWGENGYIRIKRGTGNSYGVCGLYTSSFYPVKN. The pKi is 6.3. (7) The compound is CC[C@H](C)[C@H](S)C(=O)N[C@@H](Cc1ccc(-c2ccccc2)cc1)C(=O)O. The target protein (Q9BYF1) has sequence MSSSSWLLLSLVAVTAAQSTIEEQAKTFLDKFNHEAEDLFYQSSLASWNYNTNITEENVQNMNNAGDKWSAFLKEQSTLAQMYPLQEIQNLTVKLQLQALQQNGSSVLSEDKSKRLNTILNTMSTIYSTGKVCNPDNPQECLLLEPGLNEIMANSLDYNERLWAWESWRSEVGKQLRPLYEEYVVLKNEMARANHYEDYGDYWRGDYEVNGVDGYDYSRGQLIEDVEHTFEEIKPLYEHLHAYVRAKLMNAYPSYISPIGCLPAHLLGDMWGRFWTNLYSLTVPFGQKPNIDVTDAMVDQAWDAQRIFKEAEKFFVSVGLPNMTQGFWENSMLTDPGNVQKAVCHPTAWDLGKGDFRILMCTKVTMDDFLTAHHEMGHIQYDMAYAAQPFLLRNGANEGFHEAVGEIMSLSAATPKHLKSIGLLSPDFQEDNETEINFLLKQALTIVGTLPFTYMLEKWRWMVFKGEIPKDQWMKKWWEMKREIVGVVEPVPHDETYCDP.... The pKi is 8.8.